From a dataset of Reaction yield outcomes from USPTO patents with 853,638 reactions. Predict the reaction yield, written as a fraction of the theoretical maximum amount of product (1.0 means a 100% yield; for example, 0.34 means a 34% yield). (1) The reactants are [Br:1][C:2]1[CH:7]=[CH:6][C:5]([CH2:8][C:9](=O)[CH3:10])=[CH:4][CH:3]=1.[C:12]([O:20][CH2:21][CH3:22])(=[O:19])[CH2:13][C:14]([O:16][CH2:17][CH3:18])=[O:15].N1C=CC=CC=1. The catalyst is Cl[Ti](Cl)(Cl)Cl.C1(C)C=CC=CC=1. The product is [Br:1][C:2]1[CH:7]=[CH:6][C:5]([CH2:8][C:9](=[C:13]([C:14]([O:16][CH2:17][CH3:18])=[O:15])[C:12]([O:20][CH2:21][CH3:22])=[O:19])[CH3:10])=[CH:4][CH:3]=1. The yield is 0.180. (2) The reactants are [NH2:1][C:2]1[CH:11]=[CH:10][CH:9]=[CH:8][C:3]=1[C:4]([O:6]C)=O.[Cl:12][C:13]1[CH:18]=[C:17]([I:19])[CH:16]=[CH:15][C:14]=1[N:20]=[C:21]=[O:22].C(N(CC)CC)C. The catalyst is O1CCOCC1. The product is [Cl:12][C:13]1[CH:18]=[C:17]([I:19])[CH:16]=[CH:15][C:14]=1[N:20]1[C:4](=[O:6])[C:3]2[C:2](=[CH:11][CH:10]=[CH:9][CH:8]=2)[NH:1][C:21]1=[O:22]. The yield is 0.590. (3) The reactants are C([N:8]1[CH2:12][CH2:11][C@@H:10]([N:13]2[CH2:21][C:20]3[C:15](=[CH:16][CH:17]=[C:18]([C:22]4[CH:31]=[CH:30][C:25]([C:26]([O:28][CH3:29])=[O:27])=[CH:24][CH:23]=4)[CH:19]=3)[C:14]2=[O:32])[CH2:9]1)C1C=CC=CC=1. The yield is 0.320. The catalyst is CO. The product is [O:32]=[C:14]1[C:15]2[C:20](=[CH:19][C:18]([C:22]3[CH:23]=[CH:24][C:25]([C:26]([O:28][CH3:29])=[O:27])=[CH:30][CH:31]=3)=[CH:17][CH:16]=2)[CH2:21][N:13]1[C@@H:10]1[CH2:11][CH2:12][NH:8][CH2:9]1. (4) The reactants are C([O:5][C:6]1[C:7]([CH2:12][N:13]2[CH2:18][CH2:17][C:16]([C:20](=[O:29])[CH2:21][C:22]3[CH:27]=[CH:26][CH:25]=[CH:24][C:23]=3[F:28])([CH3:19])[CH2:15][CH2:14]2)=[N:8][CH:9]=[CH:10][N:11]=1)(C)(C)C.C(=O)(O)[O-].[Na+].ClCCl. The catalyst is C(OCC)(=O)C.Cl.C(OCC)(=O)C. The product is [F:28][C:23]1[CH:24]=[CH:25][CH:26]=[CH:27][C:22]=1[CH2:21][C:20]([C:16]1([CH3:19])[CH2:15][CH2:14][N:13]([CH2:12][C:7]2[C:6](=[O:5])[NH:11][CH:10]=[CH:9][N:8]=2)[CH2:18][CH2:17]1)=[O:29]. The yield is 0.860. (5) The reactants are Cl.[Cl:2][C:3]1[C:4]([F:29])=[C:5]([CH:26]=[CH:27][CH:28]=1)[NH:6][C:7]1[C:16]2[C:11](=[CH:12][C:13]([O:24][CH3:25])=[C:14]([O:17][CH2:18][C@@H:19]3[CH2:23][CH2:22][CH2:21][NH:20]3)[CH:15]=2)[N:10]=[CH:9][N:8]=1.[CH3:30][S:31](Cl)(=[O:33])=[O:32]. No catalyst specified. The product is [Cl:2][C:3]1[C:4]([F:29])=[C:5]([CH:26]=[CH:27][CH:28]=1)[NH:6][C:7]1[C:16]2[C:11](=[CH:12][C:13]([O:24][CH3:25])=[C:14]([O:17][CH2:18][C@@H:19]3[CH2:23][CH2:22][CH2:21][N:20]3[S:31]([CH3:30])(=[O:33])=[O:32])[CH:15]=2)[N:10]=[CH:9][N:8]=1. The yield is 0.610. (6) The reactants are [F:1][C:2]1[C:7]2[O:8][CH2:9][O:10][C:6]=2[CH:5]=[C:4]([CH2:11]O)[CH:3]=1.C([O-])(O)=O.[Na+].O=S(Cl)[Cl:20]. No catalyst specified. The product is [Cl:20][CH2:11][C:4]1[CH:3]=[C:2]([F:1])[C:7]2[O:8][CH2:9][O:10][C:6]=2[CH:5]=1. The yield is 0.920. (7) The reactants are [CH3:1][O:2][C:3]([C:5]1[C:10]([NH:11][C:12]2[CH:17]=[CH:16][C:15]([Si:18]([CH3:21])([CH3:20])[CH3:19])=[CH:14][C:13]=2[F:22])=[N:9][C:8](Cl)=[CH:7][N:6]=1)=[O:4].C(OCC)(=O)C.CO.[CH3:32][N:33](C)C=O. The catalyst is [C-]#N.[Zn+2].[C-]#N.C1C=CC([P]([Pd]([P](C2C=CC=CC=2)(C2C=CC=CC=2)C2C=CC=CC=2)([P](C2C=CC=CC=2)(C2C=CC=CC=2)C2C=CC=CC=2)[P](C2C=CC=CC=2)(C2C=CC=CC=2)C2C=CC=CC=2)(C2C=CC=CC=2)C2C=CC=CC=2)=CC=1. The product is [CH3:1][O:2][C:3]([C:5]1[C:10]([NH:11][C:12]2[CH:17]=[CH:16][C:15]([Si:18]([CH3:21])([CH3:20])[CH3:19])=[CH:14][C:13]=2[F:22])=[N:9][C:8]([C:32]#[N:33])=[CH:7][N:6]=1)=[O:4]. The yield is 0.998. (8) The reactants are [C:1]([O:7][CH2:8][CH3:9])(=[O:6])[CH2:2][C:3]([CH3:5])=O.[N+:10]([C:13]1[CH:20]=[CH:19][CH:18]=[CH:17][C:14]=1[CH:15]=O)([O-:12])=[O:11].[NH4+:21].[OH-:22]. The catalyst is CCO. The product is [CH3:5][C:3]1[NH:21][C:3]([CH3:5])=[C:2]([C:1]([O:7][CH2:8][CH3:9])=[O:22])[CH:15]([C:14]2[CH:17]=[CH:18][CH:19]=[CH:20][C:13]=2[N+:10]([O-:12])=[O:11])[C:2]=1[C:1]([O:7][CH2:8][CH3:9])=[O:6]. The yield is 0.170. (9) The reactants are CC1C=CC(C[N:9]2[CH2:14][CH2:13][N:12]3[C:15](=[O:30])[O:16][C:17]([C:24]4[CH:29]=[CH:28][CH:27]=[CH:26][CH:25]=4)([C:18]4[CH:23]=[CH:22][CH:21]=[CH:20][CH:19]=4)[CH:11]3[CH2:10]2)=CC=1.ClC(OC(Cl)C)=O. The catalyst is ClCCCl. The product is [C:24]1([C:17]2([C:18]3[CH:19]=[CH:20][CH:21]=[CH:22][CH:23]=3)[CH:11]3[CH2:10][NH:9][CH2:14][CH2:13][N:12]3[C:15](=[O:30])[O:16]2)[CH:29]=[CH:28][CH:27]=[CH:26][CH:25]=1. The yield is 0.780.